Dataset: Catalyst prediction with 721,799 reactions and 888 catalyst types from USPTO. Task: Predict which catalyst facilitates the given reaction. (1) The catalyst class is: 4. Reactant: [CH3:1][C:2]1[CH:7]=[C:6]([O:8][C@@H:9]2[CH2:13][CH2:12][O:11][CH2:10]2)[CH:5]=[C:4]([CH3:14])[C:3]=1[C:15]1[CH:20]=[CH:19][CH:18]=[C:17]([CH2:21][OH:22])[CH:16]=1.O[C:24]1[CH:37]=[CH:36][C:27]2[C@H:28]([CH2:31][C:32]([O:34][CH3:35])=[O:33])[CH2:29][O:30][C:26]=2[CH:25]=1.C1(P(C2C=CC=CC=2)C2C=CC=CC=2)C=CC=CC=1.N(C(OC(C)C)=O)=NC(OC(C)C)=O. Product: [CH3:1][C:2]1[CH:7]=[C:6]([O:8][C@@H:9]2[CH2:13][CH2:12][O:11][CH2:10]2)[CH:5]=[C:4]([CH3:14])[C:3]=1[C:15]1[CH:20]=[CH:19][CH:18]=[C:17]([CH2:21][O:22][C:24]2[CH:37]=[CH:36][C:27]3[C@H:28]([CH2:31][C:32]([O:34][CH3:35])=[O:33])[CH2:29][O:30][C:26]=3[CH:25]=2)[CH:16]=1. (2) Reactant: [Cl:1][C:2]1[CH:3]=[C:4]([C:9]2[S:10][CH:11]=[CH:12][C:13]=2[CH2:14][C:15]([O:17][CH2:18][CH3:19])=[O:16])[CH:5]=[CH:6][C:7]=1[Cl:8].[CH3:20][O:21][C:22]1[CH:27]=[CH:26][C:25]([S:28](Cl)(=[O:30])=[O:29])=[CH:24][CH:23]=1.[Cl-].[Al+3].[Cl-].[Cl-]. Product: [Cl:1][C:2]1[CH:3]=[C:4]([C:9]2[S:10][C:11]([S:28]([C:25]3[CH:24]=[CH:23][C:22]([O:21][CH3:20])=[CH:27][CH:26]=3)(=[O:30])=[O:29])=[CH:12][C:13]=2[CH2:14][C:15]([O:17][CH2:18][CH3:19])=[O:16])[CH:5]=[CH:6][C:7]=1[Cl:8]. The catalyst class is: 4. (3) Reactant: [CH3:1][C:2]1[CH:3]=[C:4]2[C:8](=[CH:9][C:10]=1[N+:11]([O-:13])=[O:12])[NH:7][N:6]=[CH:5]2.C[Si](C)(C)N[Si](C)(C)C.[Li].Br[CH2:25][CH2:26][O:27][Si:28]([C:31]([CH3:34])([CH3:33])[CH3:32])([CH3:30])[CH3:29]. Product: [C:31]([Si:28]([CH3:30])([CH3:29])[O:27][CH2:26][CH2:25][N:7]1[C:8]2[C:4](=[CH:3][C:2]([CH3:1])=[C:10]([N+:11]([O-:13])=[O:12])[CH:9]=2)[CH:5]=[N:6]1)([CH3:34])([CH3:33])[CH3:32]. The catalyst class is: 3. (4) Reactant: [C:1]([O:5][C:6](=[O:14])[C:7]1[CH:12]=[CH:11][C:10]([OH:13])=[CH:9][CH:8]=1)([CH3:4])([CH3:3])[CH3:2].[C:15]([O:19][C:20](=[O:47])[CH:21]([NH:34][C:35](=[O:46])[CH2:36][CH2:37][CH2:38][CH2:39][CH2:40][CH2:41][CH2:42][CH2:43][CH2:44]Br)[CH2:22][CH2:23][C:24]([O:26][CH2:27][C:28]1[CH:33]=[CH:32][CH:31]=[CH:30][CH:29]=1)=[O:25])([CH3:18])([CH3:17])[CH3:16].C([O-])([O-])=O.[K+].[K+].N#N. Product: [C:15]([O:19][C:20](=[O:47])[CH:21]([NH:34][C:35](=[O:46])[CH2:36][CH2:37][CH2:38][CH2:39][CH2:40][CH2:41][CH2:42][CH2:43][CH2:44][O:13][C:10]1[CH:9]=[CH:8][C:7]([C:6]([O:5][C:1]([CH3:4])([CH3:2])[CH3:3])=[O:14])=[CH:12][CH:11]=1)[CH2:22][CH2:23][C:24]([O:26][CH2:27][C:28]1[CH:29]=[CH:30][CH:31]=[CH:32][CH:33]=1)=[O:25])([CH3:16])([CH3:17])[CH3:18]. The catalyst class is: 10. (5) Reactant: [Cl:1][C:2]1[N:10]([CH2:11][CH:12]=[CH2:13])[C:9]2[C:8](=[O:14])[N:7]([CH2:15][CH2:16][CH2:17][OH:18])[C:6](=[O:19])[N:5]([CH2:20][CH2:21][CH2:22][C:23]([F:26])([F:25])[F:24])[C:4]=2[N:3]=1.C(N(CC)CC)C.[CH3:34][S:35](O[S:35]([CH3:34])(=[O:37])=[O:36])(=[O:37])=[O:36].C(=O)(O)[O-].[Na+]. Product: [CH3:34][S:35]([O:18][CH2:17][CH2:16][CH2:15][N:7]1[C:8](=[O:14])[C:9]2[N:10]([CH2:11][CH:12]=[CH2:13])[C:2]([Cl:1])=[N:3][C:4]=2[N:5]([CH2:20][CH2:21][CH2:22][C:23]([F:26])([F:24])[F:25])[C:6]1=[O:19])(=[O:37])=[O:36]. The catalyst class is: 2.